This data is from Forward reaction prediction with 1.9M reactions from USPTO patents (1976-2016). The task is: Predict the product of the given reaction. (1) Given the reactants [C:1]([C:3]1[CH:11]=[CH:10][C:6]([C:7](O)=[O:8])=[CH:5][C:4]=1[N+:12]([O-:14])=[O:13])#[N:2].CN(C=O)C.C(Cl)(=O)C([Cl:23])=O, predict the reaction product. The product is: [C:1]([C:3]1[CH:11]=[CH:10][C:6]([C:7]([Cl:23])=[O:8])=[CH:5][C:4]=1[N+:12]([O-:14])=[O:13])#[N:2]. (2) Given the reactants [Br:1][C:2]1[CH:7]=[C:6](F)[CH:5]=[C:4]([Br:9])[CH:3]=1.[CH3:10][O:11][Na], predict the reaction product. The product is: [Br:1][C:2]1[CH:7]=[C:6]([O:11][CH3:10])[CH:5]=[C:4]([Br:9])[CH:3]=1. (3) The product is: [C:21]([C:4]1[C:3](=[O:23])[C@@H:2]([CH3:1])[C@@H:7]2[CH2:8][CH2:9][C:10]3[C:14]([C@@:6]2([C:15]2[CH:20]=[CH:19][CH:18]=[CH:17][CH:16]=2)[CH:5]=1)=[N:13][N:12]([C:31]([O:32][C:33]1[CH:34]=[CH:35][C:36]([N+:39]([O-:41])=[O:40])=[CH:37][CH:38]=1)=[O:42])[CH:11]=3)#[N:22]. Given the reactants [CH3:1][C@H:2]1[CH:7]2[CH2:8][CH2:9][C:10]3[C:14]([C@@:6]2([C:15]2[CH:20]=[CH:19][CH:18]=[CH:17][CH:16]=2)[CH:5]=[C:4]([C:21]#[N:22])[C:3]1=[O:23])=[N:13][NH:12][CH:11]=3.C(N(CC)CC)C.[C:31](Cl)(=[O:42])[O:32][C:33]1[CH:38]=[CH:37][C:36]([N+:39]([O-:41])=[O:40])=[CH:35][CH:34]=1, predict the reaction product. (4) Given the reactants [CH2:1]([O:3][C:4]([C:6]1[CH:7]=[C:8]2[C:13](=[CH:14][CH:15]=1)[NH:12][CH:11]([C:16]1[CH:21]=[CH:20][CH:19]=[C:18](Br)[CH:17]=1)[CH2:10][C:9]2([CH3:24])[CH3:23])=[O:5])[CH3:2].[CH:25]([O:28][C:29]1[CH:34]=[CH:33][C:32](B(O)O)=[CH:31][CH:30]=1)([CH3:27])[CH3:26].C(=O)([O-])[O-].[Na+].[Na+].C(OCC)(=O)C, predict the reaction product. The product is: [CH2:1]([O:3][C:4]([C:6]1[CH:7]=[C:8]2[C:13](=[CH:14][CH:15]=1)[NH:12][CH:11]([C:16]1[CH:17]=[C:18]([C:32]3[CH:33]=[CH:34][C:29]([O:28][CH:25]([CH3:27])[CH3:26])=[CH:30][CH:31]=3)[CH:19]=[CH:20][CH:21]=1)[CH2:10][C:9]2([CH3:24])[CH3:23])=[O:5])[CH3:2].